This data is from Forward reaction prediction with 1.9M reactions from USPTO patents (1976-2016). The task is: Predict the product of the given reaction. (1) Given the reactants [Cl:1][C:2]1[CH:7]=[C:6]([Cl:8])[CH:5]=[C:4]([Cl:9])[C:3]=1[NH:10][S:11]([NH:14][CH2:15][C:16]([O:18][CH2:19][CH3:20])=[O:17])(=[O:13])=[O:12].[C:21]1([CH2:26]O)([CH2:24]O)[CH2:23][CH2:22]1.C1(P(C2C=CC=CC=2)C2C=CC=CC=2)C=CC=CC=1.CC(OC(/N=N/C(OC(C)C)=O)=O)C, predict the reaction product. The product is: [O:12]=[S:11]1(=[O:13])[N:10]([C:3]2[C:4]([Cl:9])=[CH:5][C:6]([Cl:8])=[CH:7][C:2]=2[Cl:1])[CH2:26][C:21]2([CH2:23][CH2:22]2)[CH2:24][N:14]1[CH2:15][C:16]([O:18][CH2:19][CH3:20])=[O:17]. (2) Given the reactants [CH2:1]([N:8]1[C:13](=[O:14])[CH:12]=[C:11]([C:15]2[CH:20]=[CH:19][C:18]([Cl:21])=[CH:17][CH:16]=2)[C:10](Cl)=[N:9]1)[C:2]1[CH:7]=[CH:6][CH:5]=[CH:4][CH:3]=1.[Cl:23][C:24]1[CH:29]=[CH:28][CH:27]=[CH:26][C:25]=1B(O)O.[O-]P([O-])([O-])=O.[K+].[K+].[K+].C(Cl)Cl, predict the reaction product. The product is: [CH2:1]([N:8]1[C:13](=[O:14])[CH:12]=[C:11]([C:15]2[CH:20]=[CH:19][C:18]([Cl:21])=[CH:17][CH:16]=2)[C:10]([C:25]2[CH:26]=[CH:27][CH:28]=[CH:29][C:24]=2[Cl:23])=[N:9]1)[C:2]1[CH:7]=[CH:6][CH:5]=[CH:4][CH:3]=1. (3) Given the reactants [CH:1]1([CH2:7][O:8][C:9]2[C:13]([C:14]#[N:15])=[C:12]([S:16][CH3:17])[S:11][N:10]=2)[CH2:6][CH2:5][CH2:4][CH2:3][CH2:2]1.[OH:18]O.O, predict the reaction product. The product is: [CH:1]1([CH2:7][O:8][C:9]2[C:13]([C:14]([NH2:15])=[O:18])=[C:12]([S:16][CH3:17])[S:11][N:10]=2)[CH2:2][CH2:3][CH2:4][CH2:5][CH2:6]1. (4) Given the reactants Cl.[CH2:2]([O:9][C:10](=[O:19])[NH:11][C:12]1([C:15]([NH:17][NH2:18])=O)[CH2:14][CH2:13]1)[C:3]1[CH:8]=[CH:7][CH:6]=[CH:5][CH:4]=1.Cl.C(O[C:24](=[NH:26])[CH3:25])C.C(N(CC)CC)C, predict the reaction product. The product is: [CH2:2]([O:9][C:10](=[O:19])[NH:11][C:12]1([C:15]2[NH:26][C:24]([CH3:25])=[N:18][N:17]=2)[CH2:14][CH2:13]1)[C:3]1[CH:8]=[CH:7][CH:6]=[CH:5][CH:4]=1. (5) Given the reactants [F:1][C:2]1[CH:3]=[C:4]([C:10]2[N:11]=[C:12]([CH3:26])[C:13]3[CH:18]=[CH:17][N:16](C(OC(C)(C)C)=O)[C:14]=3[N:15]=2)[CH:5]=[CH:6][C:7]=1[O:8][CH3:9].FC(F)(F)C(O)=O, predict the reaction product. The product is: [F:1][C:2]1[CH:3]=[C:4]([C:10]2[N:11]=[C:12]([CH3:26])[C:13]3[CH:18]=[CH:17][NH:16][C:14]=3[N:15]=2)[CH:5]=[CH:6][C:7]=1[O:8][CH3:9].